The task is: Predict the reaction yield, written as a fraction of the theoretical maximum amount of product (1.0 means a 100% yield; for example, 0.34 means a 34% yield).. This data is from Reaction yield outcomes from USPTO patents with 853,638 reactions. (1) The reactants are C([Li])CCC.[CH:6]1([O:9][C:10]2[CH:15]=[CH:14][C:13]([O:16][C:17]([F:20])([F:19])[F:18])=[CH:12][C:11]=2[C:21]#[CH:22])[CH2:8][CH2:7]1.[Cl-].[Ce+3].[Cl-].[Cl-].[CH2:27]([N:34]1[C@@H:39]2[C@H:40]([S:42]([C:45]3[CH:50]=[CH:49][CH:48]=[CH:47][CH:46]=3)(=[O:44])=[O:43])[CH2:41][C@@:35]1([C:52]1[CH:57]=[CH:56][CH:55]=[CH:54][CH:53]=1)[C:36](=[O:51])[CH2:37][CH2:38]2)[C:28]1[CH:33]=[CH:32][CH:31]=[CH:30][CH:29]=1. The catalyst is O1CCCC1. The product is [CH2:27]([N:34]1[C@@H:39]2[C@H:40]([S:42]([C:45]3[CH:46]=[CH:47][CH:48]=[CH:49][CH:50]=3)(=[O:43])=[O:44])[CH2:41][C@@:35]1([C:52]1[CH:57]=[CH:56][CH:55]=[CH:54][CH:53]=1)[C@:36]([C:22]#[C:21][C:11]1[CH:12]=[C:13]([O:16][C:17]([F:18])([F:19])[F:20])[CH:14]=[CH:15][C:10]=1[O:9][CH:6]1[CH2:7][CH2:8]1)([OH:51])[CH2:37][CH2:38]2)[C:28]1[CH:33]=[CH:32][CH:31]=[CH:30][CH:29]=1. The yield is 0.530. (2) The reactants are [O:1]1[C:5]2[CH:6]=[CH:7][CH:8]=[CH:9][C:4]=2[CH:3]=[C:2]1[CH:10]=[O:11].[BH4-].[Na+].O. The catalyst is CO. The product is [O:1]1[C:5]2[CH:6]=[CH:7][CH:8]=[CH:9][C:4]=2[CH:3]=[C:2]1[CH2:10][OH:11]. The yield is 0.950.